This data is from Full USPTO retrosynthesis dataset with 1.9M reactions from patents (1976-2016). The task is: Predict the reactants needed to synthesize the given product. Given the product [CH2:1]([O:3][C:4]([C:6]1[C:7]([NH:15][CH2:16][CH3:17])=[N:8][C:9]([NH:30][C:31]2[CH:36]=[CH:35][CH:34]=[CH:33][CH:32]=2)=[N:10][CH:11]=1)=[O:5])[CH3:2], predict the reactants needed to synthesize it. The reactants are: [CH2:1]([O:3][C:4]([C:6]1[C:7]([NH:15][CH2:16][CH3:17])=[N:8][C:9](S(C)=O)=[N:10][CH:11]=1)=[O:5])[CH3:2].CCCCCC.C(OCC)(=O)C.[NH2:30][C:31]1[CH:36]=[CH:35][CH:34]=[CH:33][CH:32]=1.